From a dataset of Reaction yield outcomes from USPTO patents with 853,638 reactions. Predict the reaction yield, written as a fraction of the theoretical maximum amount of product (1.0 means a 100% yield; for example, 0.34 means a 34% yield). (1) The reactants are [CH2:1]([C:3]1[C:4]([O:11][CH3:12])=[N:5][C:6]([CH3:10])=[CH:7][C:8]=1[CH3:9])[CH3:2].[Br:13]N1C(=O)CCC1=O. The catalyst is CO. The product is [Br:13][C:7]1[C:8]([CH3:9])=[C:3]([CH2:1][CH3:2])[C:4]([O:11][CH3:12])=[N:5][C:6]=1[CH3:10]. The yield is 0.730. (2) The reactants are [OH:1][C:2]1[CH:7]=[CH:6][C:5]([C:8]([C:11]2[CH:16]=[CH:15][C:14]([OH:17])=[CH:13][CH:12]=2)([CH3:10])[CH3:9])=[CH:4][CH:3]=1.[OH-].[K+].[CH3:20][C:21]1[CH:28]=[CH:27][CH:26]=[CH:25][C:22]=1[CH2:23]Cl.O. The catalyst is CC(N(C)C)=O. The product is [CH3:20][C:21]1[CH:28]=[CH:27][CH:26]=[CH:25][C:22]=1[CH2:23][O:1][C:2]1[CH:3]=[CH:4][C:5]([C:8]([C:11]2[CH:12]=[CH:13][C:14]([O:17][CH2:20][C:21]3[CH:28]=[CH:27][CH:26]=[CH:25][C:22]=3[CH3:23])=[CH:15][CH:16]=2)([CH3:10])[CH3:9])=[CH:6][CH:7]=1. The yield is 0.520. (3) The reactants are [OH:1][C:2]1[CH:9]=[CH:8][C:7]([N:10]2[CH:14]=[N:13][N:12]=[N:11]2)=[CH:6][C:3]=1[CH:4]=[O:5].[C:15](=O)([O-])[O-].[K+].[K+].IC.O. The catalyst is CN(C)C=O. The product is [CH3:15][O:1][C:2]1[CH:9]=[CH:8][C:7]([N:10]2[CH:14]=[N:13][N:12]=[N:11]2)=[CH:6][C:3]=1[CH:4]=[O:5]. The yield is 0.670. (4) The reactants are [CH2:1]([N:4]1[C:16]2[CH2:15][CH2:14][CH2:13][CH2:12][C:11]=2[C:10]2[C:5]1=[CH:6][CH:7]=[C:8]([NH2:17])[CH:9]=2)[CH2:2][CH3:3].[C:18]([C:20]1[CH:25]=[CH:24][C:23]([NH:26][C:27](=[O:35])[CH2:28][CH:29]([CH3:34])[CH2:30][C:31](O)=[O:32])=[CH:22][CH:21]=1)#[N:19].CCN(C(C)C)C(C)C.CN(C(ON1N=NC2C=CC=NC1=2)=[N+](C)C)C.F[P-](F)(F)(F)(F)F. The catalyst is CN(C=O)C.O. The product is [C:18]([C:20]1[CH:21]=[CH:22][C:23]([NH:26][C:27](=[O:35])[CH2:28][CH:29]([CH3:34])[CH2:30][C:31]([NH:17][C:8]2[CH:9]=[C:10]3[C:5](=[CH:6][CH:7]=2)[N:4]([CH2:1][CH2:2][CH3:3])[C:16]2[CH2:15][CH2:14][CH2:13][CH2:12][C:11]3=2)=[O:32])=[CH:24][CH:25]=1)#[N:19]. The yield is 0.331.